Dataset: Full USPTO retrosynthesis dataset with 1.9M reactions from patents (1976-2016). Task: Predict the reactants needed to synthesize the given product. Given the product [CH3:1][C:2]1[C:10]2[C:5](=[CH:6][C:7]([NH2:11])=[CH:8][CH:9]=2)[N:4]([CH2:14][O:15][CH2:16][CH2:17][Si:18]([CH3:19])([CH3:21])[CH3:20])[N:3]=1, predict the reactants needed to synthesize it. The reactants are: [CH3:1][C:2]1[C:10]2[C:5](=[CH:6][C:7]([N+:11]([O-])=O)=[CH:8][CH:9]=2)[N:4]([CH2:14][O:15][CH2:16][CH2:17][Si:18]([CH3:21])([CH3:20])[CH3:19])[N:3]=1.